From a dataset of Full USPTO retrosynthesis dataset with 1.9M reactions from patents (1976-2016). Predict the reactants needed to synthesize the given product. (1) The reactants are: [C:1]([O:9][C:10]1[C:20](=[O:21])[N:14]2[CH2:15][CH2:16][CH2:17][CH2:18][CH2:19][C:13]2=[N:12][C:11]=1[C:22]([O:24][CH3:25])=[O:23])(=[O:8])[C:2]1[CH:7]=[CH:6][CH:5]=[CH:4][CH:3]=1.[Br:26]N1C(=O)CCC1=O. Given the product [C:1]([O:9][C:10]1[C:20](=[O:21])[N:14]2[CH2:15][CH2:16][CH2:17][CH2:18][CH:19]([Br:26])[C:13]2=[N:12][C:11]=1[C:22]([O:24][CH3:25])=[O:23])(=[O:8])[C:2]1[CH:3]=[CH:4][CH:5]=[CH:6][CH:7]=1, predict the reactants needed to synthesize it. (2) Given the product [Cl:1][C:2]1[CH:7]=[CH:6][C:5]([C:8]2[CH:13]=[C:12]([C:14]([F:17])([F:16])[F:15])[N:11]3[N:18]=[CH:19][C:20]([C:21]4[O:22][N:31]=[C:29]([C:28]5[CH:33]=[CH:34][C:25]([NH2:24])=[N:26][CH:27]=5)[N:30]=4)=[C:10]3[N:9]=2)=[CH:4][CH:3]=1, predict the reactants needed to synthesize it. The reactants are: [Cl:1][C:2]1[CH:7]=[CH:6][C:5]([C:8]2[CH:13]=[C:12]([C:14]([F:17])([F:16])[F:15])[N:11]3[N:18]=[CH:19][C:20]([C:21](O)=[O:22])=[C:10]3[N:9]=2)=[CH:4][CH:3]=1.[NH2:24][C:25]1[CH:34]=[CH:33][C:28]([C:29]([NH:31]O)=[NH:30])=[CH:27][N:26]=1. (3) Given the product [CH3:69][O:70][C:71]1[CH:72]=[C:73]([NH:74][C:2]2[CH:3]=[CH:4][C:5]3[N:6]([C:8]([C:11]4[S:15][C:14]5[C:16]([CH3:20])=[CH:17][CH:18]=[CH:19][C:13]=5[CH:12]=4)=[CH:9][N:10]=3)[N:7]=2)[CH:75]=[CH:76][C:77]=1[O:78][CH3:79], predict the reactants needed to synthesize it. The reactants are: Cl[C:2]1[CH:3]=[CH:4][C:5]2[N:6]([C:8]([C:11]3[S:15][C:14]4[C:16]([CH3:20])=[CH:17][CH:18]=[CH:19][C:13]=4[CH:12]=3)=[CH:9][N:10]=2)[N:7]=1.CC1(C)C2C(=C(P(C3C=CC=CC=3)C3C=CC=CC=3)C=CC=2)OC2C(P(C3C=CC=CC=3)C3C=CC=CC=3)=CC=CC1=2.C(=O)([O-])[O-].[K+].[K+].[CH3:69][O:70][C:71]1[CH:72]=[C:73]([CH:75]=[CH:76][C:77]=1[O:78][CH3:79])[NH2:74].